Dataset: Forward reaction prediction with 1.9M reactions from USPTO patents (1976-2016). Task: Predict the product of the given reaction. The product is: [CH2:1]([N:3]1[C:7]2=[N:8][C:9]([CH2:48][CH3:49])=[C:10]([CH2:19][NH:20][C:21]([C:23]3[CH:28]=[CH:27][CH:26]=[C:25]([C:29]([NH:31][CH2:32][C:33]4[CH:34]=[C:35]([C:40]5[CH:45]=[CH:44][CH:43]=[C:42]([CH2:50][N:51]6[CH2:56][CH2:55][N:54]([CH3:57])[CH2:53][CH2:52]6)[CH:41]=5)[CH:36]=[CH:37][C:38]=4[CH3:39])=[O:30])[CH:24]=3)=[O:22])[C:11]([NH:12][CH:13]3[CH2:14][CH2:15][O:16][CH2:17][CH2:18]3)=[C:6]2[CH:5]=[N:4]1)[CH3:2]. Given the reactants [CH2:1]([N:3]1[C:7]2=[N:8][C:9]([CH2:48][CH3:49])=[C:10]([CH2:19][NH:20][C:21]([C:23]3[CH:28]=[CH:27][CH:26]=[C:25]([C:29]([NH:31][CH2:32][C:33]4[CH:34]=[C:35]([C:40]5[CH:45]=[CH:44][CH:43]=[C:42](C=O)[CH:41]=5)[CH:36]=[CH:37][C:38]=4[CH3:39])=[O:30])[CH:24]=3)=[O:22])[C:11]([NH:12][CH:13]3[CH2:18][CH2:17][O:16][CH2:15][CH2:14]3)=[C:6]2[CH:5]=[N:4]1)[CH3:2].[CH3:50][N:51]1[CH2:56][CH2:55][NH:54][CH2:53][CH2:52]1.[CH3:57]C(O)=O.[BH-](OC(C)=O)(OC(C)=O)OC(C)=O.[Na+], predict the reaction product.